From a dataset of Peptide-MHC class I binding affinity with 185,985 pairs from IEDB/IMGT. Regression. Given a peptide amino acid sequence and an MHC pseudo amino acid sequence, predict their binding affinity value. This is MHC class I binding data. (1) The peptide sequence is ILMDSIFVST. The MHC is HLA-A02:02 with pseudo-sequence HLA-A02:02. The binding affinity (normalized) is 0.755. (2) The peptide sequence is VVAPITTGY. The MHC is Patr-B0101 with pseudo-sequence Patr-B0101. The binding affinity (normalized) is 0. (3) The peptide sequence is KLKKKSAFY. The MHC is HLA-B57:01 with pseudo-sequence HLA-B57:01. The binding affinity (normalized) is 0.0847. (4) The peptide sequence is TVVQRCASNK. The MHC is HLA-A33:01 with pseudo-sequence HLA-A33:01. The binding affinity (normalized) is 0.175. (5) The peptide sequence is ERAFQNWSV. The MHC is HLA-A23:01 with pseudo-sequence HLA-A23:01. The binding affinity (normalized) is 0.0847. (6) The peptide sequence is QALSPRTLNAW. The MHC is HLA-A29:02 with pseudo-sequence HLA-A29:02. The binding affinity (normalized) is 0. (7) The peptide sequence is ATVKGMQSY. The MHC is HLA-B07:02 with pseudo-sequence HLA-B07:02. The binding affinity (normalized) is 0.213. (8) The peptide sequence is GMQFDKVYL. The MHC is HLA-A11:01 with pseudo-sequence HLA-A11:01. The binding affinity (normalized) is 0.